From a dataset of Forward reaction prediction with 1.9M reactions from USPTO patents (1976-2016). Predict the product of the given reaction. (1) Given the reactants CC1C=CC(S(O[CH2:12][CH:13]2[CH2:22][CH2:21][C:20]3[C:15](=[CH:16][C:17]([S:23]([CH3:26])(=[O:25])=[O:24])=[CH:18][CH:19]=3)[O:14]2)(=O)=O)=CC=1.[NH:27]1[CH2:32][CH2:31][O:30][CH2:29][CH2:28]1, predict the reaction product. The product is: [CH3:26][S:23]([C:17]1[CH:16]=[C:15]2[C:20]([CH2:21][CH2:22][CH:13]([CH2:12][N:27]3[CH2:32][CH2:31][O:30][CH2:29][CH2:28]3)[O:14]2)=[CH:19][CH:18]=1)(=[O:24])=[O:25]. (2) Given the reactants [CH:1]1[C:10]2[C:5](=[C:6]([C:11]3[CH:12]=[C:13]4[C:18](=[CH:19][CH:20]=3)[C:17]([C:21]([OH:23])=O)=[CH:16][CH:15]=[CH:14]4)[CH:7]=[CH:8][CH:9]=2)[CH:4]=[CH:3][N:2]=1.[NH2:24][C:25]1[S:26][CH:27]=[CH:28][N:29]=1.CCN(C(C)C)C(C)C.CN(C(ON1N=NC2C=CC=NC1=2)=[N+](C)C)C.F[P-](F)(F)(F)(F)F, predict the reaction product. The product is: [CH:1]1[C:10]2[C:5](=[C:6]([C:11]3[CH:12]=[C:13]4[C:18](=[CH:19][CH:20]=3)[C:17]([C:21]([NH:24][C:25]3[S:26][CH:27]=[CH:28][N:29]=3)=[O:23])=[CH:16][CH:15]=[CH:14]4)[CH:7]=[CH:8][CH:9]=2)[CH:4]=[CH:3][N:2]=1. (3) Given the reactants [CH2:1]([O:9][C:10](=[O:13])[CH:11]=[CH2:12])[CH2:2][CH2:3][CH2:4][CH2:5][CH2:6][CH2:7][CH3:8].[CH3:14][O:15][C:16](=[O:20])[C:17]([CH3:19])=[CH2:18].[C:21]([OH:25])(=[O:24])[CH:22]=[CH2:23].[C:26]([O:31][CH2:32][CH2:33][OH:34])(=[O:30])[C:27]([CH3:29])=[CH2:28].S(OOS([O-])(=O)=O)([O-])(=O)=O.[K+].[K+], predict the reaction product. The product is: [CH2:1]([O:9][C:10](=[O:13])[CH:11]=[CH2:12])[CH2:2][CH2:3][CH2:4][CH2:5][CH2:6][CH2:7][CH3:8].[CH3:14][O:15][C:16](=[O:20])[C:17]([CH3:19])=[CH2:18].[C:21]([OH:25])(=[O:24])[CH:22]=[CH2:23].[C:26]([O:31][CH2:32][CH2:33][OH:34])(=[O:30])[C:27]([CH3:29])=[CH2:28]. (4) Given the reactants C(OC([N:8]1[CH2:12][CH2:11][CH2:10][CH:9]1[CH2:13][N:14]([S:16]([CH3:19])(=[O:18])=[O:17])[CH3:15])=O)(C)(C)C.Cl, predict the reaction product. The product is: [CH3:15][N:14]([CH2:13][CH:9]1[CH2:10][CH2:11][CH2:12][NH:8]1)[S:16]([CH3:19])(=[O:18])=[O:17].